This data is from Reaction yield outcomes from USPTO patents with 853,638 reactions. The task is: Predict the reaction yield, written as a fraction of the theoretical maximum amount of product (1.0 means a 100% yield; for example, 0.34 means a 34% yield). The reactants are [Li]CCCC.CN([CH:9]=[O:10])C.[CH2:11]([O:18][C:19]1[CH:24]=[CH:23][C:22]([CH2:25][CH3:26])=[CH:21][C:20]=1Br)[C:12]1[CH:17]=[CH:16][CH:15]=[CH:14][CH:13]=1. The catalyst is C1COCC1. The product is [CH2:11]([O:18][C:19]1[CH:20]=[CH:21][C:22]([CH2:25][CH3:26])=[CH:23][C:24]=1[CH:9]=[O:10])[C:12]1[CH:13]=[CH:14][CH:15]=[CH:16][CH:17]=1. The yield is 0.870.